The task is: Predict the reactants needed to synthesize the given product.. This data is from Full USPTO retrosynthesis dataset with 1.9M reactions from patents (1976-2016). (1) The reactants are: Br[C:2]1[CH:11]=[N:10][C:9]2[C:8]([N:12]3[CH2:17][CH2:16][O:15][CH2:14][CH2:13]3)=[N:7][C:6]([Cl:18])=[N:5][C:4]=2[CH:3]=1.[N:19]1[CH:24]=[C:23](B(O)O)[CH:22]=[N:21][CH:20]=1.C(=O)([O-])[O-].[Na+].[Na+].CN(C=O)C. Given the product [Cl:18][C:6]1[N:7]=[C:8]([N:12]2[CH2:17][CH2:16][O:15][CH2:14][CH2:13]2)[C:9]2[N:10]=[CH:11][C:2]([C:23]3[CH:24]=[N:19][CH:20]=[N:21][CH:22]=3)=[CH:3][C:4]=2[N:5]=1, predict the reactants needed to synthesize it. (2) Given the product [C:31]([NH:1][CH2:2][CH2:3][O:4][C:5]1[CH:10]=[CH:9][C:8]([C@@H:11]([NH:16][S:17]([C:20]2[CH:21]=[CH:22][C:23]([O:26][CH2:27][C:28]#[C:29][CH3:30])=[CH:24][CH:25]=2)(=[O:19])=[O:18])[C:12]([O:14][CH3:15])=[O:13])=[CH:7][CH:6]=1)(=[O:33])[CH3:32], predict the reactants needed to synthesize it. The reactants are: [NH2:1][CH2:2][CH2:3][O:4][C:5]1[CH:10]=[CH:9][C:8]([C@@H:11]([NH:16][S:17]([C:20]2[CH:25]=[CH:24][C:23]([O:26][CH2:27][C:28]#[C:29][CH3:30])=[CH:22][CH:21]=2)(=[O:19])=[O:18])[C:12]([O:14][CH3:15])=[O:13])=[CH:7][CH:6]=1.[C:31](OC(=O)C)(=[O:33])[CH3:32]. (3) Given the product [CH2:30]([C@H:37]1[C:46]2[C:41](=[CH:42][CH:43]=[C:44]([O:47][CH3:48])[CH:45]=2)[CH2:40][CH2:39][C@H:38]1[NH:49][C:50](=[O:53])[CH2:51][CH3:52])[C:31]1[CH:36]=[CH:35][CH:34]=[CH:33][CH:32]=1, predict the reactants needed to synthesize it. The reactants are: C[C@H](P)[C]1[C](P(C2C3C(=CC=CC=3)C=CC=2)C2C3C(=CC=CC=3)C=CC=2)[CH][CH][CH]1.[CH2:30]([C:37]1[C:46]2[C:41](=[CH:42][CH:43]=[C:44]([O:47][CH3:48])[CH:45]=2)[CH2:40][CH2:39][C:38]=1[NH:49][C:50](=[O:53])[CH2:51][CH3:52])[C:31]1[CH:36]=[CH:35][CH:34]=[CH:33][CH:32]=1.[H][H]. (4) Given the product [CH3:25][CH:10]1[C:11]2([CH2:15][CH2:14][N:13]([C:16]3[C:17]4[CH:24]=[CH:23][NH:22][C:18]=4[N:19]=[CH:20][N:21]=3)[CH2:12]2)[NH:8][CH2:9]1, predict the reactants needed to synthesize it. The reactants are: C(OC([N:8]1[C:11]2([CH2:15][CH2:14][N:13]([C:16]3[C:17]4[CH:24]=[CH:23][NH:22][C:18]=4[N:19]=[CH:20][N:21]=3)[CH2:12]2)[CH:10]([CH3:25])[CH2:9]1)=O)(C)(C)C.Cl.O1CCOCC1.C(Cl)(Cl)Cl. (5) Given the product [NH2:1][C:2]1[CH:7]=[C:6]([NH2:8])[N:5]=[C:4]([S:9][CH2:11][C:12]#[N:13])[N:3]=1, predict the reactants needed to synthesize it. The reactants are: [NH2:1][C:2]1[CH:7]=[C:6]([NH2:8])[N:5]=[C:4]([SH:9])[N:3]=1.Br[CH2:11][C:12]#[N:13]. (6) The reactants are: FC(F)(F)C(N1CCC([N:11]2[CH:15]=[C:14]([C:16]3[CH:17]=[N:18][C:19]([C:22]4[CH:27]=[CH:26][CH:25]=[C:24]([C:28]5[CH:29]=[N:30][N:31]([CH3:33])[CH:32]=5)[CH:23]=4)=[N:20][CH:21]=3)[CH:13]=[N:12]2)CC1)=O.IC1C=NN([C@H:42]2[CH2:47][CH2:46][C@H:45]([N:48]3[CH2:53][CH2:52][O:51][CH2:50][C:49]3=[O:54])[CH2:44][CH2:43]2)C=1. Given the product [CH3:33][N:31]1[CH:32]=[C:28]([C:24]2[CH:23]=[C:22]([C:19]3[N:20]=[CH:21][C:16]([C:14]4[CH:13]=[N:12][N:11]([CH:42]5[CH2:43][CH2:44][CH:45]([N:48]6[CH2:53][CH2:52][O:51][CH2:50][C:49]6=[O:54])[CH2:46][CH2:47]5)[CH:15]=4)=[CH:17][N:18]=3)[CH:27]=[CH:26][CH:25]=2)[CH:29]=[N:30]1, predict the reactants needed to synthesize it. (7) Given the product [CH3:20][C:21]1[N:22]=[C:23]([C:7]2[CH:12]=[CH:11][C:10]([O:13][CH:14]([CH3:16])[CH3:15])=[C:9]([N+:17]([O-:19])=[O:18])[CH:8]=2)[S:24][C:25]=1[C:26]([O:28][CH2:29][CH3:30])=[O:27], predict the reactants needed to synthesize it. The reactants are: C(=O)([O-])O.[K+].Br[C:7]1[CH:12]=[CH:11][C:10]([O:13][CH:14]([CH3:16])[CH3:15])=[C:9]([N+:17]([O-:19])=[O:18])[CH:8]=1.[CH3:20][C:21]1[N:22]=[CH:23][S:24][C:25]=1[C:26]([O:28][CH2:29][CH3:30])=[O:27].C(O)(=O)C(C)C.C(P(C(C)(C)C)C1CCCCC1)(C)(C)C. (8) Given the product [Br-:1].[CH3:22][C:18]1[CH:17]=[N+:16]([CH2:2][CH2:3][CH2:4][CH2:5][CH2:6][CH2:7][CH2:8][CH2:9][C:10]2[CH:15]=[CH:14][CH:13]=[CH:12][CH:11]=2)[CH:21]=[CH:20][CH:19]=1, predict the reactants needed to synthesize it. The reactants are: [Br:1][CH2:2][CH2:3][CH2:4][CH2:5][CH2:6][CH2:7][CH2:8][CH2:9][C:10]1[CH:15]=[CH:14][CH:13]=[CH:12][CH:11]=1.[N:16]1[CH:21]=[CH:20][CH:19]=[C:18]([CH3:22])[CH:17]=1.